Dataset: Reaction yield outcomes from USPTO patents with 853,638 reactions. Task: Predict the reaction yield, written as a fraction of the theoretical maximum amount of product (1.0 means a 100% yield; for example, 0.34 means a 34% yield). (1) The product is [OH:22][CH2:21][CH2:20][N:14]1[CH2:19][CH2:18][N:17]([C:2]2[C:3]3[S:10][C:9]([C:11]([NH2:13])=[O:12])=[CH:8][C:4]=3[N:5]=[CH:6][N:7]=2)[CH2:16][CH2:15]1. The catalyst is CC#N. The yield is 0.770. The reactants are Cl[C:2]1[C:3]2[S:10][C:9]([C:11]([NH2:13])=[O:12])=[CH:8][C:4]=2[N:5]=[CH:6][N:7]=1.[N:14]1([CH2:20][CH2:21][OH:22])[CH2:19][CH2:18][NH:17][CH2:16][CH2:15]1.CCN(C(C)C)C(C)C. (2) The reactants are S(Cl)(Cl)=O.C(N([CH:11]([CH3:13])[CH3:12])C(C)C)C.[CH:14]1([NH:20][C:21]2[CH:26]=[CH:25][CH:24]=[CH:23][N:22]=2)[CH2:19][CH2:18][CH2:17][CH2:16][CH2:15]1.[OH2:27].[C:28]1([CH3:34])[CH:33]=[CH:32][CH:31]=[CH:30][CH:29]=1. No catalyst specified. The product is [CH:14]1([N:20]([C:21]2[CH:26]=[CH:25][CH:24]=[CH:23][N:22]=2)[C:31](=[O:27])/[CH:30]=[CH:29]/[C:28]2[CH:34]=[C:11]([CH3:12])[CH:13]=[CH:32][CH:33]=2)[CH2:19][CH2:18][CH2:17][CH2:16][CH2:15]1. The yield is 0.740.